Dataset: Forward reaction prediction with 1.9M reactions from USPTO patents (1976-2016). Task: Predict the product of the given reaction. (1) Given the reactants [CH2:1]([CH:5]1[CH2:10][CH2:9][CH:8]=[CH:7][C:6]1=O)[CH2:2][CH2:3][CH3:4].CC[O:14]CC, predict the reaction product. The product is: [CH2:1]([C@@H:5]1[CH2:10][CH2:9][CH2:8][C:7](=[O:14])[CH2:6]1)[CH2:2][CH2:3][CH3:4]. (2) The product is: [C:31]([O:30][C:28](=[O:29])[NH:27][C:14]1([C:17]2[CH:22]=[CH:21][CH:20]=[C:19]([C:23]([CH3:26])([CH3:25])[CH3:24])[CH:18]=2)[CH2:15][CH2:16][NH:11][CH2:12][CH2:13]1)([CH3:34])([CH3:33])[CH3:32]. Given the reactants C(OC([N:11]1[CH2:16][CH2:15][C:14]([NH:27][C:28]([O:30][C:31]([CH3:34])([CH3:33])[CH3:32])=[O:29])([C:17]2[CH:22]=[CH:21][CH:20]=[C:19]([C:23]([CH3:26])([CH3:25])[CH3:24])[CH:18]=2)[CH2:13][CH2:12]1)=O)C1C=CC=CC=1.[H][H], predict the reaction product. (3) Given the reactants [N:1]1([C:6]2[CH:12]=[CH:11][C:9]([NH2:10])=[CH:8][CH:7]=2)[CH:5]=[N:4][CH:3]=[N:2]1.P(=O)(O)(O)O.[N+]([O-])(O)=O.[N:22]([O-])=O.[Na+].[CH3:26][C:27](=[O:32])[CH2:28][C:29](=[O:31])[CH3:30].C([O-])(=O)C.[K+].C([O-])([O-])=O.[Na+].[Na+], predict the reaction product. The product is: [N:1]1([C:6]2[CH:12]=[CH:11][C:9]([NH:10][N:22]=[C:28]([C:27](=[O:32])[CH3:26])[C:29](=[O:31])[CH3:30])=[CH:8][CH:7]=2)[CH:5]=[N:4][CH:3]=[N:2]1. (4) Given the reactants F[C:2]1[C:7]([F:8])=[CH:6][CH:5]=[CH:4][C:3]=1[C:9](=[O:11])[CH3:10].[NH2:12][C:13]1[CH:17]=[CH:16][N:15]([CH3:18])[N:14]=1.Cl[C:20]1[C:29]2[C:24](=[CH:25][CH:26]=[C:27]([OH:30])[CH:28]=2)[N:23]=[CH:22][N:21]=1, predict the reaction product. The product is: [F:8][C:7]1[C:2]([O:30][C:27]2[CH:28]=[C:29]3[C:24](=[CH:25][CH:26]=2)[N:23]=[CH:22][N:21]=[C:20]3[NH:12][C:13]2[CH:17]=[CH:16][N:15]([CH3:18])[N:14]=2)=[C:3]([C:9](=[O:11])[CH3:10])[CH:4]=[CH:5][CH:6]=1. (5) Given the reactants [F:1][C:2]1[CH:7]=[CH:6][CH:5]=[CH:4][C:3]=1[N:8]1[C:16]2[C:11](=[C:12]([N:17]3[CH2:21][CH2:20][N:19]([CH2:22][C:23](O)=[O:24])[C:18]3=[O:26])[CH:13]=[CH:14][CH:15]=2)[CH:10]=[N:9]1.[CH:27]1([NH2:30])[CH2:29][CH2:28]1.C(N(C(C)C)C(C)C)C.CN(C(ON1N=NC2C=CC=NC1=2)=[N+](C)C)C.F[P-](F)(F)(F)(F)F, predict the reaction product. The product is: [CH:27]1([NH:30][C:23](=[O:24])[CH2:22][N:19]2[CH2:20][CH2:21][N:17]([C:12]3[CH:13]=[CH:14][CH:15]=[C:16]4[C:11]=3[CH:10]=[N:9][N:8]4[C:3]3[CH:4]=[CH:5][CH:6]=[CH:7][C:2]=3[F:1])[C:18]2=[O:26])[CH2:29][CH2:28]1. (6) Given the reactants [Br:1][C:2]1[C:3]([F:11])=[C:4]([NH:8][CH:9]=O)[CH:5]=[CH:6][CH:7]=1.CSC.B.Cl, predict the reaction product. The product is: [Br:1][C:2]1[C:3]([F:11])=[C:4]([CH:5]=[CH:6][CH:7]=1)[NH:8][CH3:9].